Dataset: Full USPTO retrosynthesis dataset with 1.9M reactions from patents (1976-2016). Task: Predict the reactants needed to synthesize the given product. (1) Given the product [C:1]([O:5][C:6](=[O:11])[NH:7][CH2:8][CH2:9][NH:10][CH2:17][C:16]1[CH:19]=[CH:20][C:13]([F:12])=[CH:14][CH:15]=1)([CH3:4])([CH3:2])[CH3:3], predict the reactants needed to synthesize it. The reactants are: [C:1]([O:5][C:6](=[O:11])[NH:7][CH2:8][CH2:9][NH2:10])([CH3:4])([CH3:3])[CH3:2].[F:12][C:13]1[CH:20]=[CH:19][C:16]([CH:17]=O)=[CH:15][CH:14]=1.C(N(CC)CC)C.S([O-])([O-])(=O)=O.[Mg+2].[BH4-].[Na+]. (2) Given the product [Br:1][C:2]1[CH:10]=[CH:9][C:8]([N:11]([CH3:13])[CH3:12])=[CH:7][C:3]=1[C:4]([NH2:18])=[O:5], predict the reactants needed to synthesize it. The reactants are: [Br:1][C:2]1[CH:10]=[CH:9][C:8]([N:11]([CH3:13])[CH3:12])=[CH:7][C:3]=1[C:4](O)=[O:5].C(=O)([O-])[O-].[NH4+:18].[NH4+].O. (3) Given the product [Cl:35][C:32]1[C:25]([C:26]([O:28][CH:29]([CH3:31])[CH3:30])=[O:27])=[CH:24][C:23]([C:42]2[CH:41]=[N:40][N:39]([CH3:38])[CH:43]=2)=[N:34][CH:33]=1, predict the reactants needed to synthesize it. The reactants are: ClC1C=C(C(O)=O)C(Cl)=CN=1.C(=O)([O-])[O-].[Cs+].[Cs+].IC(C)C.Cl[C:23]1[CH:24]=[C:25]([C:32]([Cl:35])=[CH:33][N:34]=1)[C:26]([O:28][CH:29]([CH3:31])[CH3:30])=[O:27].ClCl.[CH3:38][N:39]1[CH:43]=[C:42](B2OC(C)(C)C(C)(C)O2)[CH:41]=[N:40]1.C(=O)(O)[O-].[Na+]. (4) Given the product [NH2:27][C:11]1[N:12]=[CH:13][C:14]([C:16]2[CH:20]=[CH:33][C:29]([OH:30])=[CH:28][CH:17]=2)=[CH:15][C:10]=1[C:2]1[O:3][C:4]2[C:9]([N:1]=1)=[CH:8][CH:7]=[CH:6][N:5]=2, predict the reactants needed to synthesize it. The reactants are: [N:1]1[C:9]2[C:4](=[N:5][CH:6]=[CH:7][CH:8]=2)[O:3][C:2]=1[C:10]1[C:11]([NH2:27])=[N:12][CH:13]=[C:14]([C:16]2[CH:17]=NN(C3CCNCC3)[CH:20]=2)[CH:15]=1.[CH3:28][C:29]1(C)[C:33](C)(C)OB(C2C=CC(O)=CC=2)[O:30]1.[F-].[Cs+].